This data is from Reaction yield outcomes from USPTO patents with 853,638 reactions. The task is: Predict the reaction yield, written as a fraction of the theoretical maximum amount of product (1.0 means a 100% yield; for example, 0.34 means a 34% yield). (1) The reactants are [CH:1]([S:4][C:5]1[CH:13]=[CH:12][C:11]([S:14]([CH3:17])(=[O:16])=[O:15])=[CH:10][C:6]=1[C:7]([OH:9])=O)([CH3:3])[CH3:2].[CH3:18][C:19]1[CH:20]=[CH:21][C:22]([N:25]2[CH2:30][CH2:29][NH:28][CH2:27][CH2:26]2)=[N:23][CH:24]=1. No catalyst specified. The product is [CH:1]([S:4][C:5]1[CH:13]=[CH:12][C:11]([S:14]([CH3:17])(=[O:16])=[O:15])=[CH:10][C:6]=1[C:7]([N:28]1[CH2:29][CH2:30][N:25]([C:22]2[CH:21]=[CH:20][C:19]([CH3:18])=[CH:24][N:23]=2)[CH2:26][CH2:27]1)=[O:9])([CH3:2])[CH3:3]. The yield is 0.240. (2) The reactants are [H-].[Na+].[O:3]=[C:4]1[NH:8][C:7]2[CH:9]=[CH:10][C:11]([CH:13]=[O:14])=[CH:12][C:6]=2[S:5]1.[CH3:15][Si:16]([CH3:23])([CH3:22])[CH2:17][CH2:18][O:19][CH2:20]Cl. The catalyst is CN(C)C=O. The product is [O:3]=[C:4]1[N:8]([CH2:20][O:19][CH2:18][CH2:17][Si:16]([CH3:23])([CH3:22])[CH3:15])[C:7]2[CH:9]=[CH:10][C:11]([CH:13]=[O:14])=[CH:12][C:6]=2[S:5]1. The yield is 0.750. (3) The reactants are [C:1]([O:5][C:6]([N:8]([C:31]([O:33][C:34]([CH3:37])([CH3:36])[CH3:35])=[O:32])[C:9]1[CH:14]=[C:13]([CH2:15][C@H:16]2[C:19](=[O:20])[NH:18][C@@H:17]2[C:21]([O:23][CH2:24][C:25]2[CH:30]=[CH:29][CH:28]=[CH:27][CH:26]=2)=[O:22])[CH:12]=[CH:11][N:10]=1)=[O:7])([CH3:4])([CH3:3])[CH3:2].C(N([CH2:43][CH3:44])CC)C.[N-:45]=[C:46]=[O:47]. The catalyst is C1COCC1. The product is [C:1]([O:5][C:6]([N:8]([C:31]([O:33][C:34]([CH3:37])([CH3:36])[CH3:35])=[O:32])[C:9]1[CH:14]=[C:13]([CH2:15][C@H:16]2[C:19](=[O:20])[N:18]([C:46](=[O:47])[NH:45][C:44]3[CH:43]=[CH:14][CH:13]=[CH:12][CH:11]=3)[C@@H:17]2[C:21]([O:23][CH2:24][C:25]2[CH:26]=[CH:27][CH:28]=[CH:29][CH:30]=2)=[O:22])[CH:12]=[CH:11][N:10]=1)=[O:7])([CH3:3])([CH3:4])[CH3:2]. The yield is 0.850.